This data is from Forward reaction prediction with 1.9M reactions from USPTO patents (1976-2016). The task is: Predict the product of the given reaction. (1) Given the reactants [OH:1][C@H:2]1[C@:7]([OH:14])([C:8]2[CH:13]=[CH:12][CH:11]=[CH:10][CH:9]=2)[CH2:6][CH2:5][N:4]([C:15]([O:17][C:18]([CH3:21])([CH3:20])[CH3:19])=[O:16])[CH2:3]1.[H-].[Na+].Br[CH2:25]Br, predict the reaction product. The product is: [C:8]1([C@@:7]23[O:14][CH2:25][O:1][C@@H:2]2[CH2:3][N:4]([C:15]([O:17][C:18]([CH3:21])([CH3:20])[CH3:19])=[O:16])[CH2:5][CH2:6]3)[CH:13]=[CH:12][CH:11]=[CH:10][CH:9]=1. (2) Given the reactants [Br:1][C:2]1[N:3]=[C:4]([NH:9][CH:10]([C:12]2[CH:17]=[CH:16][CH:15]=[CH:14][CH:13]=2)[CH3:11])[C:5]([NH2:8])=[N:6][CH:7]=1.N1([C:23](N2C=CN=C2)=[O:24])C=CN=C1, predict the reaction product. The product is: [Br:1][C:2]1[N:3]=[C:4]2[N:9]([CH:10]([C:12]3[CH:17]=[CH:16][CH:15]=[CH:14][CH:13]=3)[CH3:11])[C:23](=[O:24])[NH:8][C:5]2=[N:6][CH:7]=1. (3) Given the reactants O[Li].O.C[O:5][C:6]([C:8]1[CH:9]=[C:10]([O:14][NH2:15])[CH:11]=[CH:12][CH:13]=1)=[O:7].C1COCC1.CO.O.Cl, predict the reaction product. The product is: [C:6]([C:8]1[CH:9]=[C:10]([O:14][NH2:15])[CH:11]=[CH:12][CH:13]=1)([OH:7])=[O:5]. (4) Given the reactants C1(P(C2C=CC=CC=2)C2C=CC=CC=2)C=CC=CC=1.BrN1C(=O)CCC1=O.[Cl:28][C:29]1[CH:30]=[C:31]([CH:39]([CH2:43][CH:44]2[CH2:48][CH2:47][O:46][CH2:45]2)[C:40]([OH:42])=O)[CH:32]=[CH:33][C:34]=1[S:35]([CH3:38])(=[O:37])=[O:36].[NH2:49][C:50]1[CH:55]=[N:54][CH:53]=[CH:52][N:51]=1.N1C=CC=CC=1, predict the reaction product. The product is: [Cl:28][C:29]1[CH:30]=[C:31]([CH:39]([CH2:43][CH:44]2[CH2:48][CH2:47][O:46][CH2:45]2)[C:40]([NH:49][C:50]2[CH:55]=[N:54][CH:53]=[CH:52][N:51]=2)=[O:42])[CH:32]=[CH:33][C:34]=1[S:35]([CH3:38])(=[O:36])=[O:37].